This data is from Catalyst prediction with 721,799 reactions and 888 catalyst types from USPTO. The task is: Predict which catalyst facilitates the given reaction. (1) Reactant: C(N)(=O)C.Br[C:6]1[CH:11]=[N:10][C:9]([N+:12]([O-:14])=[O:13])=[CH:8][N:7]=1.[CH3:15][S:16]([NH2:19])(=[O:18])=[O:17].C(=O)([O-])[O-].[K+].[K+].Cl.C. Product: [N+:12]([C:9]1[N:10]=[CH:11][C:6]([NH:19][S:16]([CH3:15])(=[O:18])=[O:17])=[N:7][CH:8]=1)([O-:14])=[O:13]. The catalyst class is: 6. (2) Reactant: [C:1]([NH:4][CH2:5][C:6]([OH:8])=O)(=[O:3])[CH3:2].C(C1NC=CN=1)(C1NC=CN=1)=O.[N+:21]([C:24]1[CH:25]=[CH:26][C:27]([C:30]([NH:32][NH2:33])=[O:31])=[N:28][CH:29]=1)([O-:23])=[O:22]. The catalyst class is: 3. Product: [N+:21]([C:24]1[CH:25]=[CH:26][C:27]([C:30]([NH:32][NH:33][C:6](=[O:8])[CH2:5][NH:4][C:1](=[O:3])[CH3:2])=[O:31])=[N:28][CH:29]=1)([O-:23])=[O:22]. (3) Reactant: [NH:1]1[CH2:6][CH2:5][O:4][CH:3]([C:7]([O:9][CH2:10][C:11]2[CH:16]=[CH:15][CH:14]=[CH:13][CH:12]=2)=[O:8])[CH2:2]1.C(N(C(C)C)C(C)C)C.[Cl:26][CH2:27][C:28](Cl)=[O:29]. Product: [Cl:26][CH2:27][C:28]([N:1]1[CH2:6][CH2:5][O:4][CH:3]([C:7]([O:9][CH2:10][C:11]2[CH:16]=[CH:15][CH:14]=[CH:13][CH:12]=2)=[O:8])[CH2:2]1)=[O:29]. The catalyst class is: 4. (4) Reactant: [NH:1]1[C:9]2[C:4](=[CH:5][C:6]([C:10]3[S:14][N:13]=[C:12]([NH:15][CH2:16][C:17]4[CH:22]=[CH:21][C:20]([O:23][CH3:24])=[CH:19][CH:18]=4)[N:11]=3)=[CH:7][CH:8]=2)[CH:3]=[CH:2]1.[OH-].[K+].[I:27]I.S(=O)(O)[O-].[Na+]. Product: [I:27][C:3]1[C:4]2[C:9](=[CH:8][CH:7]=[C:6]([C:10]3[S:14][N:13]=[C:12]([NH:15][CH2:16][C:17]4[CH:22]=[CH:21][C:20]([O:23][CH3:24])=[CH:19][CH:18]=4)[N:11]=3)[CH:5]=2)[NH:1][CH:2]=1. The catalyst class is: 3. (5) Reactant: [NH2:1][C:2]1[C:7]([F:8])=[C:6]([F:9])[N:5]=[C:4]([F:10])[C:3]=1Cl.C(N(CC)CC)C. Product: [NH2:1][C:2]1[CH:3]=[C:4]([F:10])[N:5]=[C:6]([F:9])[C:7]=1[F:8]. The catalyst class is: 29. (6) Reactant: [CH2:1]([N:5]([CH2:23][CH2:24]C1C=CC=CC=1)[C:6]([CH:8]1[CH2:10][N:9]1[CH:11]([C:13]1[C:22]2[C:17](=[CH:18][CH:19]=[CH:20][CH:21]=2)[CH:16]=[CH:15][CH:14]=1)[CH3:12])=[O:7])[CH2:2][CH:3]=[CH2:4]. Product: [C:13]1([CH:11]([N:9]2[CH:8]3[C:6](=[O:7])[N:5]([CH2:23][CH2:24][C:13]4[CH:22]=[CH:17][CH:16]=[CH:15][CH:14]=4)[CH2:1][CH2:2][CH:3]3[CH2:4][CH2:10]2)[CH3:12])[C:22]2[C:17](=[CH:18][CH:19]=[CH:20][CH:21]=2)[CH:16]=[CH:15][CH:14]=1. The catalyst class is: 262.